From a dataset of Peptide-MHC class I binding affinity with 185,985 pairs from IEDB/IMGT. Regression. Given a peptide amino acid sequence and an MHC pseudo amino acid sequence, predict their binding affinity value. This is MHC class I binding data. (1) The binding affinity (normalized) is 0.0847. The MHC is HLA-A68:02 with pseudo-sequence HLA-A68:02. The peptide sequence is QTDNDIWFW. (2) The peptide sequence is SPMLYQLLEA. The MHC is HLA-B51:01 with pseudo-sequence HLA-B51:01. The binding affinity (normalized) is 0. (3) The peptide sequence is RLCLFDRYFK. The MHC is HLA-A11:01 with pseudo-sequence HLA-A11:01. The binding affinity (normalized) is 0.627. (4) The peptide sequence is FTFKYAAAF. The MHC is Mamu-A2201 with pseudo-sequence Mamu-A2201. The binding affinity (normalized) is 0.355. (5) The peptide sequence is ESMMGSTAM. The MHC is HLA-A02:10 with pseudo-sequence HLA-A02:10. The binding affinity (normalized) is 0.0847. (6) The peptide sequence is MIKNLTQLFK. The MHC is HLA-A11:01 with pseudo-sequence HLA-A11:01. The binding affinity (normalized) is 1.00.